Dataset: Full USPTO retrosynthesis dataset with 1.9M reactions from patents (1976-2016). Task: Predict the reactants needed to synthesize the given product. (1) Given the product [Br:1][C:2]1[NH:10][C:9]2[C:4](=[N:5][C:6]([O:18][CH3:19])=[CH:7][CH:8]=2)[C:3]=1[CH2:20][C:21]([OH:23])=[O:22], predict the reactants needed to synthesize it. The reactants are: [Br:1][C:2]1[N:10](C(OC(C)(C)C)=O)[C:9]2[C:4](=[N:5][C:6]([O:18][CH3:19])=[CH:7][CH:8]=2)[C:3]=1[CH2:20][C:21]([O:23]CC)=[O:22].O[Li].O. (2) Given the product [CH3:1][O:2][C:3]([C:5]1[CH:10]=[CH:9][C:8]([O:11][CH2:26][C:15]([F:25])([F:24])[F:14])=[CH:7][N:6]=1)=[O:4], predict the reactants needed to synthesize it. The reactants are: [CH3:1][O:2][C:3]([C:5]1[CH:10]=[CH:9][C:8]([OH:11])=[CH:7][N:6]=1)=[O:4].[H-].[Na+].[F:14][C:15]([F:25])([F:24])S(O[C:15]([F:25])([F:24])[F:14])(=O)=O.[CH3:26]N(C=O)C.